This data is from Reaction yield outcomes from USPTO patents with 853,638 reactions. The task is: Predict the reaction yield, written as a fraction of the theoretical maximum amount of product (1.0 means a 100% yield; for example, 0.34 means a 34% yield). The reactants are [CH:1]1([C:4]2[CH:9]=[CH:8][C:7]([CH2:10][C:11]([NH:13][CH:14]([C:21]3[CH:26]=[CH:25][C:24]([O:27]C)=[CH:23][CH:22]=3)[C:15]3[N:16]=[C:17]([CH3:20])[NH:18][CH:19]=3)=[O:12])=[CH:6][CH:5]=2)[CH2:3][CH2:2]1.B(Br)(Br)Br. The catalyst is C(Cl)Cl. The product is [CH:1]1([C:4]2[CH:5]=[CH:6][C:7]([CH2:10][C:11]([NH:13][CH:14]([C:21]3[CH:26]=[CH:25][C:24]([OH:27])=[CH:23][CH:22]=3)[C:15]3[N:16]=[C:17]([CH3:20])[NH:18][CH:19]=3)=[O:12])=[CH:8][CH:9]=2)[CH2:3][CH2:2]1. The yield is 0.200.